This data is from Full USPTO retrosynthesis dataset with 1.9M reactions from patents (1976-2016). The task is: Predict the reactants needed to synthesize the given product. (1) Given the product [NH:39]1[C:35]([C:30]2[CH:31]=[CH:32][CH:33]=[CH:34][C:29]=2[C:25]2[CH:24]=[C:23]3[C:28](=[CH:27][CH:26]=2)[C@@H:20]([N:19]2[C:6]4=[N:7][C:8]([CH2:12][CH:13]([OH:18])[CH2:14][CH:15]([CH3:17])[CH3:16])=[CH:9][C:10]([CH3:11])=[C:5]4[N:4]=[C:3]2[CH2:1][CH3:2])[CH2:21][CH2:22]3)=[N:36][N:37]=[N:38]1, predict the reactants needed to synthesize it. The reactants are: [CH2:1]([C:3]1[N:19]([C@@H:20]2[C:28]3[C:23](=[CH:24][C:25]([C:29]4[CH:34]=[CH:33][CH:32]=[CH:31][C:30]=4[C:35]4[N:39](C(C5C=CC=CC=5)(C5C=CC=CC=5)C5C=CC=CC=5)[N:38]=[N:37][N:36]=4)=[CH:26][CH:27]=3)[CH2:22][CH2:21]2)[C:6]2=[N:7][C:8]([CH2:12][CH:13]([OH:18])[CH2:14][CH:15]([CH3:17])[CH3:16])=[CH:9][C:10]([CH3:11])=[C:5]2[N:4]=1)[CH3:2]. (2) Given the product [N+:23]([C:26]1[CH:27]=[CH:28][C:29]([CH2:30][N:31]([CH2:2][C:3]2[CH:22]=[CH:21][C:6](/[CH:7]=[CH:8]/[C@@H:9]3[CH2:13][CH2:12][CH2:11][N:10]3[C:14]([O:16][C:17]([CH3:20])([CH3:19])[CH3:18])=[O:15])=[CH:5][CH:4]=2)[C:32]2[CH:37]=[CH:36][CH:35]=[CH:34][CH:33]=2)=[CH:38][CH:39]=1)([O-:25])=[O:24], predict the reactants needed to synthesize it. The reactants are: Br[CH2:2][C:3]1[CH:22]=[CH:21][C:6](/[CH:7]=[CH:8]/[C@@H:9]2[CH2:13][CH2:12][CH2:11][N:10]2[C:14]([O:16][C:17]([CH3:20])([CH3:19])[CH3:18])=[O:15])=[CH:5][CH:4]=1.[N+:23]([C:26]1[CH:39]=[CH:38][C:29]([CH2:30][NH:31][C:32]2[CH:37]=[CH:36][CH:35]=[CH:34][CH:33]=2)=[CH:28][CH:27]=1)([O-:25])=[O:24].C(=O)([O-])[O-].[K+].[K+].ClCCl.